Dataset: Reaction yield outcomes from USPTO patents with 853,638 reactions. Task: Predict the reaction yield, written as a fraction of the theoretical maximum amount of product (1.0 means a 100% yield; for example, 0.34 means a 34% yield). (1) The reactants are [NH:1]1[CH2:6][CH2:5][CH:4]([C:7]2[N:11]3[C:12]4[CH:18]=[CH:17][N:16]([CH2:19][O:20][CH2:21][CH2:22][Si:23]([CH3:26])([CH3:25])[CH3:24])[C:13]=4[N:14]=[CH:15][C:10]3=[N:9][CH:8]=2)[CH2:3][CH2:2]1.Cl.[N:28]1([C:33](=N)[NH2:34])C=CC=N1.CCN(C(C)C)C(C)C. The catalyst is CN(C=O)C. The product is [CH3:24][Si:23]([CH3:26])([CH3:25])[CH2:22][CH2:21][O:20][CH2:19][N:16]1[C:13]2[N:14]=[CH:15][C:10]3[N:11]([C:7]([CH:4]4[CH2:3][CH2:2][N:1]([C:33](=[NH:28])[NH2:34])[CH2:6][CH2:5]4)=[CH:8][N:9]=3)[C:12]=2[CH:18]=[CH:17]1. The yield is 0.330. (2) The reactants are [NH2:1][C:2]1[C:3]([CH3:19])=[N:4][C:5]([CH3:18])=[CH:6][C:7]=1[NH:8][C:9]1[CH:14]=[CH:13][C:12]([CH2:15][CH2:16][OH:17])=[CH:11][CH:10]=1.[C:20]([OH:28])(=O)[C:21]1[CH:26]=[CH:25][CH:24]=[CH:23][CH:22]=1.[C:29](O[C:29](=O)[C:30]1[CH:35]=[CH:34][CH:33]=[CH:32][CH:31]=1)(=O)[C:30]1[CH:35]=[CH:34][CH:33]=[CH:32][CH:31]=1. The catalyst is ClCCl. The product is [C:20]([O:17][CH2:16][CH2:15][C:12]1[CH:13]=[CH:14][C:9]([N:8]2[C:7]3[CH:6]=[C:5]([CH3:18])[N:4]=[C:3]([CH3:19])[C:2]=3[N:1]=[C:29]2[C:30]2[CH:35]=[CH:34][CH:33]=[CH:32][CH:31]=2)=[CH:10][CH:11]=1)(=[O:28])[C:21]1[CH:22]=[CH:23][CH:24]=[CH:25][CH:26]=1. The yield is 0.940. (3) The yield is 0.720. The product is [Br:1][C:2]1[CH:12]=[CH:11][CH:10]=[CH:9][C:3]=1/[CH:4]=[CH:5]/[CH2:6][OH:7]. The reactants are [Br:1][C:2]1[CH:12]=[CH:11][CH:10]=[CH:9][C:3]=1[CH:4]=[CH:5][C:6](O)=[O:7].C(=O)([O-])[O-].[Cs+].[Cs+].CI.[H-].C([Al+]CC(C)C)C(C)C. The catalyst is CC(C)=O. (4) The reactants are [CH:1]1[CH:6]=[C:5]2[C:7](/[C:9](/[NH:21][C:4]2=[CH:3][CH:2]=1)=[C:10]1\[C:11]2[CH:16]=[CH:15][C:14](Br)=[CH:13][C:12]=2[NH:18][C:19]\1=[O:20])=[O:8].O1CCO[CH2:24][CH2:23]1. The catalyst is C1C=CC([P]([Pd]([P](C2C=CC=CC=2)(C2C=CC=CC=2)C2C=CC=CC=2)([P](C2C=CC=CC=2)(C2C=CC=CC=2)C2C=CC=CC=2)[P](C2C=CC=CC=2)(C2C=CC=CC=2)C2C=CC=CC=2)(C2C=CC=CC=2)C2C=CC=CC=2)=CC=1. The product is [CH2:23]=[CH:24][C:14]1[CH:15]=[CH:16][C:11]2/[C:10](/[C:19]([NH:18][C:12]=2[CH:13]=1)=[O:20])=[C:9]1\[C:7]([C:5]2[C:4]([NH:21]\1)=[CH:3][CH:2]=[CH:1][CH:6]=2)=[O:8]. The yield is 0.760.